Dataset: NCI-60 drug combinations with 297,098 pairs across 59 cell lines. Task: Regression. Given two drug SMILES strings and cell line genomic features, predict the synergy score measuring deviation from expected non-interaction effect. (1) Drug 1: C1=C(C(=O)NC(=O)N1)N(CCCl)CCCl. Drug 2: C1=NC2=C(N1)C(=S)N=CN2. Cell line: MDA-MB-231. Synergy scores: CSS=3.01, Synergy_ZIP=-17.7, Synergy_Bliss=-34.3, Synergy_Loewe=-39.2, Synergy_HSA=-31.9. (2) Drug 1: CC12CCC(CC1=CCC3C2CCC4(C3CC=C4C5=CN=CC=C5)C)O. Drug 2: C(CCl)NC(=O)N(CCCl)N=O. Cell line: UO-31. Synergy scores: CSS=0.631, Synergy_ZIP=-5.26, Synergy_Bliss=-9.64, Synergy_Loewe=-21.3, Synergy_HSA=-9.17. (3) Drug 1: CS(=O)(=O)C1=CC(=C(C=C1)C(=O)NC2=CC(=C(C=C2)Cl)C3=CC=CC=N3)Cl. Drug 2: C1CCC(CC1)NC(=O)N(CCCl)N=O. Cell line: HCT116. Synergy scores: CSS=31.5, Synergy_ZIP=-4.07, Synergy_Bliss=-1.06, Synergy_Loewe=-7.91, Synergy_HSA=-0.978. (4) Drug 1: CS(=O)(=O)OCCCCOS(=O)(=O)C. Drug 2: C1CNP(=O)(OC1)N(CCCl)CCCl. Cell line: HT29. Synergy scores: CSS=0.625, Synergy_ZIP=2.06, Synergy_Bliss=4.96, Synergy_Loewe=2.54, Synergy_HSA=0.423. (5) Synergy scores: CSS=11.5, Synergy_ZIP=1.68, Synergy_Bliss=2.90, Synergy_Loewe=-44.9, Synergy_HSA=-1.55. Drug 2: C1=CC=C(C=C1)NC(=O)CCCCCCC(=O)NO. Drug 1: CCCCCOC(=O)NC1=NC(=O)N(C=C1F)C2C(C(C(O2)C)O)O. Cell line: SF-539. (6) Drug 1: CN(C)N=NC1=C(NC=N1)C(=O)N. Drug 2: CC1=C(C=C(C=C1)NC(=O)C2=CC=C(C=C2)CN3CCN(CC3)C)NC4=NC=CC(=N4)C5=CN=CC=C5. Cell line: K-562. Synergy scores: CSS=56.9, Synergy_ZIP=3.15, Synergy_Bliss=-0.134, Synergy_Loewe=-17.9, Synergy_HSA=1.54.